From a dataset of Reaction yield outcomes from USPTO patents with 853,638 reactions. Predict the reaction yield, written as a fraction of the theoretical maximum amount of product (1.0 means a 100% yield; for example, 0.34 means a 34% yield). The reactants are [N+:1]([C:4]1[CH:9]=[CH:8][C:7]([C:10]2[C:11]([NH2:15])=[N:12][O:13][N:14]=2)=[CH:6][CH:5]=1)([O-])=O.[Sn](Cl)Cl.O. The catalyst is C(OCC)(=O)C. The product is [NH2:1][C:4]1[CH:5]=[CH:6][C:7]([C:10]2[C:11]([NH2:15])=[N:12][O:13][N:14]=2)=[CH:8][CH:9]=1. The yield is 0.940.